From a dataset of Full USPTO retrosynthesis dataset with 1.9M reactions from patents (1976-2016). Predict the reactants needed to synthesize the given product. (1) Given the product [CH2:17]([NH:16][C:14]([NH:13][C:11]1[S:12][C:8]2[CH:7]=[C:6]([C:4](=[O:5])[CH2:3][CH2:2][NH:1][C:28](=[O:35])[C:29]3[CH:34]=[CH:33][CH:32]=[CH:31][CH:30]=3)[CH:20]=[CH:19][C:9]=2[N:10]=1)=[O:15])[CH3:18], predict the reactants needed to synthesize it. The reactants are: [NH2:1][CH2:2][CH2:3][C:4]([C:6]1[CH:20]=[CH:19][C:9]2[N:10]=[C:11]([NH:13][C:14]([NH:16][CH2:17][CH3:18])=[O:15])[S:12][C:8]=2[CH:7]=1)=[O:5].C(N(CC)CC)C.[C:28](Cl)(=[O:35])[C:29]1[CH:34]=[CH:33][CH:32]=[CH:31][CH:30]=1. (2) Given the product [CH:23]1([N:22]2[C:21]3[CH:29]=[CH:30][C:31]([C:33]([OH:35])=[O:34])=[CH:32][C:20]=3[N:19]=[C:18]2[C:13]2[CH:14]=[C:15]3[C:10](=[CH:11][CH:12]=2)[N:9]=[C:8]([C:6]2[CH:5]=[N:40][CH:39]=[CH:38][N:37]=2)[CH:17]=[CH:16]3)[CH2:28][CH2:27][CH2:26][CH2:25][CH2:24]1, predict the reactants needed to synthesize it. The reactants are: BrC1C=C[C:5](O)=[C:6]([C:8]2[CH:17]=[CH:16][C:15]3[C:10](=[CH:11][CH:12]=[C:13]([C:18]4[N:22]([CH:23]5[CH2:28][CH2:27][CH2:26][CH2:25][CH2:24]5)[C:21]5[CH:29]=[CH:30][C:31]([C:33]([OH:35])=[O:34])=[CH:32][C:20]=5[N:19]=4)[CH:14]=3)[N:9]=2)C=1.[N:37]1C=C[N:40]=[CH:39][C:38]=1C(=O)C.[OH-].[K+].